This data is from Peptide-MHC class II binding affinity with 134,281 pairs from IEDB. The task is: Regression. Given a peptide amino acid sequence and an MHC pseudo amino acid sequence, predict their binding affinity value. This is MHC class II binding data. The MHC is DRB1_0701 with pseudo-sequence DRB1_0701. The binding affinity (normalized) is 0.143. The peptide sequence is LSPGMMMGMFNMLST.